From a dataset of Catalyst prediction with 721,799 reactions and 888 catalyst types from USPTO. Predict which catalyst facilitates the given reaction. (1) Reactant: [CH3:1][C:2]1[CH:36]=[C:35]([CH3:37])[CH:34]=[CH:33][C:3]=1[CH2:4][N:5]1[C:10]([C:11]2[CH:16]=[CH:15][CH:14]=[C:13](B3OC(C)(C)C(C)(C)O3)[CH:12]=2)=[CH:9][C:8]([C:26]([F:29])([F:28])[F:27])=[C:7]([C:30]#[N:31])[C:6]1=[O:32].Br[C:39]1[CH:40]=[CH:41][C:42]([OH:48])=[C:43]([C:45](=[O:47])[CH3:46])[CH:44]=1.C([O-])([O-])=O.[K+].[K+].N#N. Product: [C:45]([C:43]1[CH:44]=[C:39]([C:13]2[CH:14]=[CH:15][CH:16]=[C:11]([C:10]3[N:5]([CH2:4][C:3]4[CH:33]=[CH:34][C:35]([CH3:37])=[CH:36][C:2]=4[CH3:1])[C:6](=[O:32])[C:7]([C:30]#[N:31])=[C:8]([C:26]([F:28])([F:27])[F:29])[CH:9]=3)[CH:12]=2)[CH:40]=[CH:41][C:42]=1[OH:48])(=[O:47])[CH3:46]. The catalyst class is: 108. (2) Reactant: N[C:2]1[CH:3]=[C:4]([C@@:8]2([CH3:24])[N:13]([CH2:14][C:15]3[CH:20]=[CH:19][C:18]([O:21][CH3:22])=[CH:17][CH:16]=3)[C:12](=[O:23])[CH2:11][O:10][CH2:9]2)[CH:5]=[CH:6][CH:7]=1.C([O-])(C)(C)C.[K+].COC1C=CC(C[Br:38])=CC=1. Product: [Br:38][C:2]1[CH:3]=[C:4]([C@@:8]2([CH3:24])[N:13]([CH2:14][C:15]3[CH:20]=[CH:19][C:18]([O:21][CH3:22])=[CH:17][CH:16]=3)[C:12](=[O:23])[CH2:11][O:10][CH2:9]2)[CH:5]=[CH:6][CH:7]=1. The catalyst class is: 9.